The task is: Predict which catalyst facilitates the given reaction.. This data is from Catalyst prediction with 721,799 reactions and 888 catalyst types from USPTO. (1) Reactant: C([O:3][C:4](=O)[NH:5][CH2:6][CH2:7][C:8]1[C:16]2[C:11](=[CH:12][CH:13]=[CH:14][CH:15]=2)[N:10]([CH2:17][CH3:18])[CH:9]=1)C.O=P12OP3(OP(OP(O3)(O1)=O)(=O)O2)=O. Product: [CH2:17]([N:10]1[C:9]2[C:4](=[O:3])[NH:5][CH2:6][CH2:7][C:8]=2[C:16]2[C:11]1=[CH:12][CH:13]=[CH:14][CH:15]=2)[CH3:18]. The catalyst class is: 265. (2) Reactant: [CH3:1][N:2]([CH:4]=O)[CH3:3].C(Cl)(=O)C(Cl)=O.[NH2:12][C:13]1[CH:14]=[C:15]2[C:20](=[CH:21][C:22]=1[O:23][CH2:24][CH3:25])[N:19]=[CH:18][C:17]([C:26]#[N:27])=[C:16]2[NH:28][C:29]1[CH:34]=[CH:33][C:32]([O:35][C:36]2[CH:41]=[CH:40][CH:39]=[CH:38][CH:37]=2)=[CH:31][CH:30]=1.[CH2:42]1C[O:45][CH2:44][CH2:43]1. Product: [C:26]([C:17]1[CH:18]=[N:19][C:20]2[C:15]([C:16]=1[NH:28][C:29]1[CH:34]=[CH:33][C:32]([O:35][C:36]3[CH:41]=[CH:40][CH:39]=[CH:38][CH:37]=3)=[CH:31][CH:30]=1)=[CH:14][C:13]([NH:12][C:44](=[O:45])/[CH:43]=[CH:42]/[CH2:4][N:2]([CH3:1])[CH3:3])=[C:22]([O:23][CH2:24][CH3:25])[CH:21]=2)#[N:27]. The catalyst class is: 60.